Dataset: Reaction yield outcomes from USPTO patents with 853,638 reactions. Task: Predict the reaction yield, written as a fraction of the theoretical maximum amount of product (1.0 means a 100% yield; for example, 0.34 means a 34% yield). The reactants are [NH2:1][C:2]1[N:3]=[C:4]([CH3:31])[C:5]2=[C:6]([CH2:8][C@H:9]([C:23]3[CH:28]=[CH:27][C:26]([F:29])=[CH:25][C:24]=3Br)[NH:10]/[C:11]/2=[N:12]\[O:13][C@H:14]([CH2:20][CH2:21][OH:22])[C:15]([N:17]([CH3:19])[CH3:18])=[O:16])[N:7]=1.[CH3:32][O:33][C:34]1[N:39]=[C:38](B2OCCN(C3C=CC=CC=3)CCO2)[CH:37]=[CH:36][CH:35]=1.C([O-])([O-])=O.[Na+].[Na+]. The catalyst is C1C=CC(P(C2C=CC=CC=2)[C-]2C=CC=C2)=CC=1.C1C=CC(P(C2C=CC=CC=2)[C-]2C=CC=C2)=CC=1.Cl[Pd]Cl.[Fe+2].CC(N(C)C)=O. The product is [NH2:1][C:2]1[N:3]=[C:4]([CH3:31])[C:5]2=[C:6]([CH2:8][C@H:9]([C:23]3[CH:28]=[CH:27][C:26]([F:29])=[CH:25][C:24]=3[C:38]3[CH:37]=[CH:36][CH:35]=[C:34]([O:33][CH3:32])[N:39]=3)[NH:10]/[C:11]/2=[N:12]\[O:13][C@H:14]([CH2:20][CH2:21][OH:22])[C:15]([N:17]([CH3:19])[CH3:18])=[O:16])[N:7]=1. The yield is 0.439.